From a dataset of Catalyst prediction with 721,799 reactions and 888 catalyst types from USPTO. Predict which catalyst facilitates the given reaction. (1) The catalyst class is: 5. Reactant: [F:1][C:2]1[CH:7]=[CH:6][C:5]([N:8]2[C:16]3[C:11](=[CH:12][C:13](/[C:17](=[CH:25]\[CH:26]([CH3:28])[CH3:27])/[C:18]([CH3:24])([CH3:23])[C:19]([O:21]C)=[O:20])=[CH:14][CH:15]=3)[CH:10]=[N:9]2)=[CH:4][CH:3]=1.CS(C)=O.[OH-].[Na+]. Product: [F:1][C:2]1[CH:3]=[CH:4][C:5]([N:8]2[C:16]3[C:11](=[CH:12][C:13](/[C:17](=[CH:25]\[CH:26]([CH3:28])[CH3:27])/[C:18]([CH3:23])([CH3:24])[C:19]([OH:21])=[O:20])=[CH:14][CH:15]=3)[CH:10]=[N:9]2)=[CH:6][CH:7]=1. (2) Reactant: [Cl:1][C:2]1[N:3]=[CH:4][C:5]([C:8](OC)=[O:9])=[N:6][CH:7]=1.CC(C[AlH]CC(C)C)C.C(O)C.C(C(C(C([O-])=O)O)O)([O-])=O.[Na+].[K+]. Product: [Cl:1][C:2]1[N:3]=[CH:4][C:5]([CH2:8][OH:9])=[N:6][CH:7]=1. The catalyst class is: 1.